The task is: Predict which catalyst facilitates the given reaction.. This data is from Catalyst prediction with 721,799 reactions and 888 catalyst types from USPTO. The catalyst class is: 3. Reactant: OC(C(F)(F)F)=O.[NH2:8][C@@H:9]([CH2:27][C:28]1[CH:33]=[CH:32][C:31]([O:34][CH3:35])=[CH:30][CH:29]=1)[C:10]([NH:12][C@@H:13]([CH2:20][C:21]1[CH:26]=[CH:25][CH:24]=[CH:23][CH:22]=1)[C:14]([C@@:16]1([CH3:19])[CH2:18][O:17]1)=[O:15])=[O:11].[C:36]([O:40][C:41]([NH:43][C@@H:44]([CH3:48])[C:45](O)=[O:46])=[O:42])([CH3:39])([CH3:38])[CH3:37].CN(C(ON1N=NC2C=CC=NC1=2)=[N+](C)C)C.F[P-](F)(F)(F)(F)F.CCN(C(C)C)C(C)C. Product: [CH3:35][O:34][C:31]1[CH:30]=[CH:29][C:28]([CH2:27][C@H:9]([NH:8][C:45](=[O:46])[C@@H:44]([NH:43][C:41](=[O:42])[O:40][C:36]([CH3:38])([CH3:37])[CH3:39])[CH3:48])[C:10]([NH:12][C@@H:13]([CH2:20][C:21]2[CH:26]=[CH:25][CH:24]=[CH:23][CH:22]=2)[C:14]([C@@:16]2([CH3:19])[CH2:18][O:17]2)=[O:15])=[O:11])=[CH:33][CH:32]=1.